Task: Predict the reaction yield, written as a fraction of the theoretical maximum amount of product (1.0 means a 100% yield; for example, 0.34 means a 34% yield).. Dataset: Reaction yield outcomes from USPTO patents with 853,638 reactions (1) The reactants are [H-].[Na+].[NH2:3][C@@H:4]1[C:13]2[C:8](=[CH:9][CH:10]=[CH:11][CH:12]=2)[C@H:7]([OH:14])[CH2:6][CH2:5]1.F[C:16]1[CH:17]=[CH:18][C:19]2[N:20]([C:22]([N:25]3[CH2:30][CH2:29][O:28][CH2:27][C@@H:26]3[CH3:31])=[N:23][N:24]=2)[CH:21]=1. The catalyst is CN(C=O)C. The product is [CH3:31][C@H:26]1[CH2:27][O:28][CH2:29][CH2:30][N:25]1[C:22]1[N:20]2[CH:21]=[C:16]([O:14][C@H:7]3[C:8]4[C:13](=[CH:12][CH:11]=[CH:10][CH:9]=4)[C@@H:4]([NH2:3])[CH2:5][CH2:6]3)[CH:17]=[CH:18][C:19]2=[N:24][N:23]=1. The yield is 0.560. (2) The reactants are [CH:1]1([CH2:4][O:5][C:6]2[N:11]=[C:10]([C:12]([NH:14][C:15]3([CH2:21][C:22](O)=[O:23])[CH2:18][S:17](=[O:20])(=[O:19])[CH2:16]3)=[O:13])[CH:9]=[CH:8][C:7]=2[C:25]2([OH:29])[CH2:28][CH2:27][CH2:26]2)[CH2:3][CH2:2]1.C1N=C[N:32](C(N2C=NC=C2)=O)C=1.N. No catalyst specified. The product is [NH2:32][C:22](=[O:23])[CH2:21][C:15]1([NH:14][C:12]([C:10]2[CH:9]=[CH:8][C:7]([C:25]3([OH:29])[CH2:26][CH2:27][CH2:28]3)=[C:6]([O:5][CH2:4][CH:1]3[CH2:2][CH2:3]3)[N:11]=2)=[O:13])[CH2:16][S:17](=[O:19])(=[O:20])[CH2:18]1. The yield is 0.400. (3) The reactants are [CH2:1]([O:3][C:4](=[O:12])[C:5]1[CH:10]=[CH:9][C:8](Cl)=[N:7][CH:6]=1)[CH3:2].[NH2:13][C:14]1[CH:19]=[CH:18][CH:17]=[CH:16][CH:15]=1. The catalyst is C(OC(O)C)C. The product is [CH2:1]([O:3][C:4](=[O:12])[C:5]1[CH:10]=[CH:9][C:8]([NH:13][C:14]2[CH:19]=[CH:18][CH:17]=[CH:16][CH:15]=2)=[N:7][CH:6]=1)[CH3:2]. The yield is 0.880. (4) The reactants are [CH3:1][O:2][C:3]1[C:10]([O:11][CH3:12])=[CH:9][C:6]([CH:7]=[O:8])=[CH:5][C:4]=1[OH:13].Cl[CH2:15][CH2:16][O:17][CH2:18][CH2:19][O:20][CH2:21][CH2:22][Cl:23].C(=O)([O-])[O-].[Cs+].[Cs+]. The catalyst is CN(C=O)C. The product is [Cl:23][CH2:22][CH2:21][O:20][CH2:19][CH2:18][O:17][CH2:16][CH2:15][O:13][C:4]1[CH:5]=[C:6]([CH:9]=[C:10]([O:11][CH3:12])[C:3]=1[O:2][CH3:1])[CH:7]=[O:8]. The yield is 0.800. (5) The reactants are [F:1][C:2]([F:7])([F:6])[C:3]([OH:5])=[O:4].[F:8][C:9]([F:14])([F:13])[C:10]([OH:12])=[O:11].FC(F)(F)C(O)=O.[Cl:22][C:23]1[CH:24]=[N:25][C:26]2[NH:27][C:28]3[CH:29]=[N:30][CH:31]=[C:32]([CH:54]=3)[CH2:33][CH2:34][C:35]3[CH:43]=[C:39]([NH:40][C:41]=1[N:42]=2)[CH:38]=[CH:37][C:36]=3[O:44][CH2:45][C:46](=[O:53])[N:47]1[CH2:52][CH2:51][NH:50][CH2:49][CH2:48]1.O=C1CCC(=O)N1[O:62][C:63](=O)[CH2:64][C:65]#[N:66]. No catalyst specified. The product is [F:1][C:2]([F:7])([F:6])[C:3]([OH:5])=[O:4].[F:8][C:9]([F:14])([F:13])[C:10]([OH:12])=[O:11].[Cl:22][C:23]1[CH:24]=[N:25][C:26]2[NH:27][C:28]3[CH:29]=[N:30][CH:31]=[C:32]([CH:54]=3)[CH2:33][CH2:34][C:35]3[CH:43]=[C:39]([NH:40][C:41]=1[N:42]=2)[CH:38]=[CH:37][C:36]=3[O:44][CH2:45][C:46]([N:47]1[CH2:52][CH2:51][N:50]([C:63](=[O:62])[CH2:64][C:65]#[N:66])[CH2:49][CH2:48]1)=[O:53]. The yield is 0.600.